This data is from Reaction yield outcomes from USPTO patents with 853,638 reactions. The task is: Predict the reaction yield, written as a fraction of the theoretical maximum amount of product (1.0 means a 100% yield; for example, 0.34 means a 34% yield). (1) The reactants are CC1C=CC(S(O[CH2:12][CH:13]2[CH2:17][C:16]3[CH:18]=[CH:19][C:20]([Cl:29])=[C:21]([C:22]4[CH:27]=[CH:26][CH:25]=[CH:24][C:23]=4[Cl:28])[C:15]=3[O:14]2)(=O)=O)=CC=1.[N-:30]=[N+:31]=[N-:32].[Na+]. No catalyst specified. The product is [N:30]([CH2:12][CH:13]1[CH2:17][C:16]2[CH:18]=[CH:19][C:20]([Cl:29])=[C:21]([C:22]3[CH:27]=[CH:26][CH:25]=[CH:24][C:23]=3[Cl:28])[C:15]=2[O:14]1)=[N+:31]=[N-:32]. The yield is 0.990. (2) The reactants are [CH3:1][CH:2](O)[CH3:3].C1(P(C2C=CC=CC=2)C2C=CC=CC=2)C=CC=CC=1.N(C(OC(C)C)=O)=NC(OC(C)C)=O.[Br:38][C:39]1[CH:48]=[CH:47][C:42]([C:43]([O:45][CH3:46])=[O:44])=[CH:41][C:40]=1[OH:49]. The catalyst is O1CCCC1. The product is [Br:38][C:39]1[CH:48]=[CH:47][C:42]([C:43]([O:45][CH3:46])=[O:44])=[CH:41][C:40]=1[O:49][CH:2]([CH3:3])[CH3:1]. The yield is 0.940.